Dataset: Reaction yield outcomes from USPTO patents with 853,638 reactions. Task: Predict the reaction yield, written as a fraction of the theoretical maximum amount of product (1.0 means a 100% yield; for example, 0.34 means a 34% yield). (1) The catalyst is C1(C)C=CC=CC=1. The product is [CH2:9]([N:4]1[CH2:3][C:2]([NH:1][C:17]([O:19][C:20]([CH3:23])([CH3:22])[CH3:21])=[O:18])([CH3:16])[C:6]2([CH2:8][CH2:7]2)[CH2:5]1)[C:10]1[CH:15]=[CH:14][CH:13]=[CH:12][CH:11]=1. The yield is 0.820. The reactants are [NH2:1][C:2]1([CH3:16])[C:6]2([CH2:8][CH2:7]2)[CH2:5][N:4]([CH2:9][C:10]2[CH:15]=[CH:14][CH:13]=[CH:12][CH:11]=2)[CH2:3]1.[C:17](OC([O-])=O)([O:19][C:20]([CH3:23])([CH3:22])[CH3:21])=[O:18].[OH-].[Na+]. (2) The reactants are [C:1]([N:4]1[CH2:9][CH2:8][C@H:7]([NH:10][C:11]([C:13]2[NH:14][C:15]([CH2:19][CH3:20])=[C:16]([Cl:18])[N:17]=2)=[O:12])[C@H:6]([O:21][CH2:22][CH3:23])[CH2:5]1)(=[S:3])[NH2:2].Br[CH:25]([CH2:35][CH3:36])[C:26](=O)[C:27]([O:29][CH2:30][CH2:31][CH2:32][CH3:33])=[O:28]. No catalyst specified. The product is [Cl:18][C:16]1[N:17]=[C:13]([C:11]([NH:10][C@H:7]2[CH2:8][CH2:9][N:4]([C:1]3[S:3][C:25]([CH2:35][CH3:36])=[C:26]([C:27]([O:29][CH2:30][CH2:31][CH2:32][CH3:33])=[O:28])[N:2]=3)[CH2:5][C@H:6]2[O:21][CH2:22][CH3:23])=[O:12])[NH:14][C:15]=1[CH2:19][CH3:20]. The yield is 0.890. (3) The reactants are C[O:2][C:3]([C:5]1[C:14]2[C:9](=[CH:10][C:11]([O:15][CH3:16])=[CH:12][CH:13]=2)[C:8](=[O:17])[N:7]([CH2:18][CH3:19])[CH:6]=1)=[O:4].[OH-].[Li+]. The catalyst is CO.O. The product is [CH2:18]([N:7]1[CH:6]=[C:5]([C:3]([OH:4])=[O:2])[C:14]2[C:9](=[CH:10][C:11]([O:15][CH3:16])=[CH:12][CH:13]=2)[C:8]1=[O:17])[CH3:19]. The yield is 0.910. (4) The reactants are [CH3:1][C:2]1[N:7]=[C:6]([O:8][CH:9]([C:21]2[CH:26]=[CH:25][C:24]([C:27]([F:30])([F:29])[F:28])=[CH:23][CH:22]=2)[CH:10]2[CH2:15][CH2:14][N:13]([CH:16]([CH3:20])[CH2:17][CH2:18][NH2:19])[CH2:12][CH2:11]2)[CH:5]=[CH:4][CH:3]=1.[CH3:31][C:32]1[CH:40]=[C:39]([C:41]2[CH:46]=[CH:45][N:44]=[CH:43][CH:42]=2)[CH:38]=[C:37]([CH3:47])[C:33]=1[C:34](O)=[O:35]. No catalyst specified. The product is [CH3:47][C:37]1[CH:38]=[C:39]([C:41]2[CH:46]=[CH:45][N:44]=[CH:43][CH:42]=2)[CH:40]=[C:32]([CH3:31])[C:33]=1[C:34]([NH:19][CH2:18][CH2:17][CH:16]([N:13]1[CH2:12][CH2:11][CH:10]([CH:9]([O:8][C:6]2[CH:5]=[CH:4][CH:3]=[C:2]([CH3:1])[N:7]=2)[C:21]2[CH:22]=[CH:23][C:24]([C:27]([F:28])([F:29])[F:30])=[CH:25][CH:26]=2)[CH2:15][CH2:14]1)[CH3:20])=[O:35]. The yield is 0.500. (5) The reactants are [CH3:1][C:2]1[C:6]2[CH:7]=[C:8]([C:11]3([C:14]([O:16]C)=[O:15])[CH2:13][CH2:12]3)[CH:9]=[CH:10][C:5]=2[O:4][N:3]=1.O[Li].O. The catalyst is CO.O. The product is [CH3:1][C:2]1[C:6]2[CH:7]=[C:8]([C:11]3([C:14]([OH:16])=[O:15])[CH2:12][CH2:13]3)[CH:9]=[CH:10][C:5]=2[O:4][N:3]=1. The yield is 0.320. (6) The reactants are [Li+].[BH4-].[CH2:3]([O:10][N:11]1[C:17](=[O:18])[N:16]2[CH2:19][C@H:12]1[CH2:13][CH2:14][C@H:15]2[C:20](OCC)=[O:21])[C:4]1[CH:9]=[CH:8][CH:7]=[CH:6][CH:5]=1. The catalyst is CO. The product is [CH2:3]([O:10][N:11]1[C:17](=[O:18])[N:16]2[CH2:19][C@H:12]1[CH2:13][CH2:14][C@H:15]2[CH2:20][OH:21])[C:4]1[CH:5]=[CH:6][CH:7]=[CH:8][CH:9]=1. The yield is 0.880. (7) The reactants are [CH:1]1[C:10]2[CH2:9][CH2:8][CH2:7][CH2:6][C:5]=2[CH:4]=[CH:3][C:2]=1[C:11]1[N:15]([CH2:16][O:17][CH2:18][CH2:19][Si:20]([CH3:23])([CH3:22])[CH3:21])[CH:14]=[N:13][CH:12]=1.[Li]CCCC.CN([CH:32]=[O:33])C. No catalyst specified. The product is [CH:1]1[C:10]2[CH2:9][CH2:8][CH2:7][CH2:6][C:5]=2[CH:4]=[CH:3][C:2]=1[C:11]1[N:15]([CH2:16][O:17][CH2:18][CH2:19][Si:20]([CH3:23])([CH3:22])[CH3:21])[C:14]([CH:32]=[O:33])=[N:13][CH:12]=1. The yield is 0.570. (8) The reactants are [F:1][C:2]1[C:7]([OH:8])=[CH:6][CH:5]=[C:4]([N+:9]([O-])=O)[C:3]=1[CH2:12][C:13](=O)[CH3:14].S(S([O-])=O)([O-])=O.[Na+].[Na+]. The catalyst is O. The product is [F:1][C:2]1[C:7]([OH:8])=[CH:6][CH:5]=[C:4]2[C:3]=1[CH:12]=[C:13]([CH3:14])[NH:9]2. The yield is 0.810.